This data is from Full USPTO retrosynthesis dataset with 1.9M reactions from patents (1976-2016). The task is: Predict the reactants needed to synthesize the given product. (1) Given the product [C:28]1([CH:7]([C:1]2[CH:6]=[CH:5][CH:4]=[CH:3][CH:2]=2)[N:8]2[C:16]3[C:11](=[CH:12][CH:13]=[CH:14][CH:15]=3)[CH:10]([C:17]3[CH:22]=[CH:21][C:20]([O:23][CH3:24])=[CH:19][C:18]=3[OH:25])[C:9]2=[O:27])[CH:29]=[CH:30][CH:31]=[CH:32][CH:33]=1, predict the reactants needed to synthesize it. The reactants are: [C:1]1([CH:7]([C:28]2[CH:33]=[CH:32][CH:31]=[CH:30][CH:29]=2)[N:8]2[C:16]3[C:11](=[CH:12][CH:13]=[CH:14][CH:15]=3)[C:10](O)([C:17]3[CH:22]=[CH:21][C:20]([O:23][CH3:24])=[CH:19][C:18]=3[OH:25])[C:9]2=[O:27])[CH:6]=[CH:5][CH:4]=[CH:3][CH:2]=1.FC(F)(F)C(O)=O.C([SiH](CC)CC)C. (2) Given the product [CH2:1]([O:8][C:9]1[C:10]([O:20][CH3:21])=[CH:11][C:12]2[CH2:13][CH:14]([CH3:19])[N:15]3[CH:16]([CH2:33][C:32](=[O:34])[C:26]([C:27]([O:29][CH2:30][CH3:31])=[O:28])=[CH:25]3)[C:17]=2[CH:18]=1)[C:2]1[CH:7]=[CH:6][CH:5]=[CH:4][CH:3]=1, predict the reactants needed to synthesize it. The reactants are: [CH2:1]([O:8][C:9]1[CH:18]=[C:17]2[C:12]([CH2:13][CH:14]([CH3:19])[N:15]=[CH:16]2)=[CH:11][C:10]=1[O:20][CH3:21])[C:2]1[CH:7]=[CH:6][CH:5]=[CH:4][CH:3]=1.C(O[CH:25]=[C:26]([C:32](=[O:34])[CH3:33])[C:27]([O:29][CH2:30][CH3:31])=[O:28])C. (3) Given the product [N:39]1([CH2:44][CH2:45][CH2:46][N:47]2[CH2:48][CH2:49][CH:50]([CH2:53][NH:54][C:6](=[O:8])[C:5]3[CH:9]=[C:10]([Cl:11])[C:2]([NH2:1])=[CH:3][C:4]=3[O:12][CH3:13])[CH2:51][CH2:52]2)[CH:43]=[CH:42][N:41]=[N:40]1, predict the reactants needed to synthesize it. The reactants are: [NH2:1][C:2]1[C:10]([Cl:11])=[CH:9][C:5]([C:6]([OH:8])=O)=[C:4]([O:12][CH3:13])[CH:3]=1.CN1CCOCC1.ClC(OCC(C)C)=O.C([C@@H]([C@H](C(O)=O)O)O)(O)=O.[N:39]1([CH2:44][CH2:45][CH2:46][N:47]2[CH2:52][CH2:51][CH:50]([CH2:53][NH2:54])[CH2:49][CH2:48]2)[CH:43]=[CH:42][N:41]=[N:40]1. (4) Given the product [NH2:26][C:21]1[CH:20]=[C:19]([C:17]#[C:18][C:2]2[CH:3]=[N:4][C:5]([NH:8][CH2:9][CH2:10][N:11]3[CH2:16][CH2:15][O:14][CH2:13][CH2:12]3)=[N:6][CH:7]=2)[C:24]([CH3:25])=[N:23][CH:22]=1, predict the reactants needed to synthesize it. The reactants are: Br[C:2]1[CH:3]=[N:4][C:5]([NH:8][CH2:9][CH2:10][N:11]2[CH2:16][CH2:15][O:14][CH2:13][CH2:12]2)=[N:6][CH:7]=1.[C:17]([C:19]1[CH:20]=[C:21]([NH2:26])[CH:22]=[N:23][C:24]=1[CH3:25])#[CH:18].N1CCCCC1.